This data is from Full USPTO retrosynthesis dataset with 1.9M reactions from patents (1976-2016). The task is: Predict the reactants needed to synthesize the given product. Given the product [CH2:1]([O:3][C:4]1[CH:5]=[C:6]([CH2:12][C:13]([N:22]2[CH2:26][CH2:25][C:24]([C:27]3[CH:32]=[CH:31][C:30]([OH:33])=[CH:29][CH:28]=3)=[N:23]2)=[O:15])[CH:7]=[CH:8][C:9]=1[O:10][CH3:11])[CH3:2], predict the reactants needed to synthesize it. The reactants are: [CH2:1]([O:3][C:4]1[CH:5]=[C:6]([CH2:12][C:13]([OH:15])=O)[CH:7]=[CH:8][C:9]=1[O:10][CH3:11])[CH3:2].C(Cl)(=O)C(Cl)=O.[NH:22]1[CH2:26][CH2:25][C:24]([C:27]2[CH:32]=[CH:31][C:30]([OH:33])=[CH:29][CH:28]=2)=[N:23]1.